From a dataset of Reaction yield outcomes from USPTO patents with 853,638 reactions. Predict the reaction yield, written as a fraction of the theoretical maximum amount of product (1.0 means a 100% yield; for example, 0.34 means a 34% yield). (1) The catalyst is C1(C)C=CC=CC=1. The yield is 0.770. The reactants are [Si:1]([O:8][CH2:9][C@@H:10]1[C:15]([CH3:16])=[CH:14][C@H:13](O)[CH2:12][N:11]1[C:18]([O:20][C:21]([CH3:24])([CH3:23])[CH3:22])=[O:19])([C:4]([CH3:7])([CH3:6])[CH3:5])([CH3:3])[CH3:2].[CH2:25]([O:28][NH:29][S:30]([C:33]1[CH:38]=[CH:37][CH:36]=[CH:35][C:34]=1[N+:39]([O-:41])=[O:40])(=[O:32])=[O:31])[CH:26]=[CH2:27].C1(P(C2C=CC=CC=2)C2C=CC=CC=2)C=CC=CC=1.N(/C(OC(C)C)=O)=N\C(OC(C)C)=O. The product is [CH2:25]([O:28][N:29]([C@H:13]1[CH2:12][N:11]([C:18]([O:20][C:21]([CH3:22])([CH3:24])[CH3:23])=[O:19])[C@H:10]([CH2:9][O:8][Si:1]([C:4]([CH3:5])([CH3:7])[CH3:6])([CH3:2])[CH3:3])[C:15]([CH3:16])=[CH:14]1)[S:30]([C:33]1[CH:38]=[CH:37][CH:36]=[CH:35][C:34]=1[N+:39]([O-:41])=[O:40])(=[O:32])=[O:31])[CH:26]=[CH2:27]. (2) The reactants are [CH2:1]([O:3][C:4]([C:6]1[N:7]=[C:8]([CH3:12])[S:9][C:10]=1[NH2:11])=[O:5])[CH3:2].C1(P(C2C=CC=CC=2)C2C3OC4C(=CC=CC=4P(C4C=CC=CC=4)C4C=CC=CC=4)C(C)(C)C=3C=CC=2)C=CC=CC=1.Br[C:56]1[CH:57]=[C:58]([S:62]([NH2:65])(=[O:64])=[O:63])[CH:59]=[CH:60][CH:61]=1.C(=O)([O-])[O-].[Cs+].[Cs+]. The catalyst is C1COCC1.O1CCOCC1. The product is [CH2:1]([O:3][C:4]([C:6]1[N:7]=[C:8]([CH3:12])[S:9][C:10]=1[NH:11][C:56]1[CH:61]=[CH:60][CH:59]=[C:58]([S:62](=[O:64])(=[O:63])[NH2:65])[CH:57]=1)=[O:5])[CH3:2]. The yield is 0.240. (3) The reactants are [CH3:1][N:2]([CH3:38])[CH:3]1[CH2:8][CH2:7][N:6]([CH2:9][C:10]2[S:18][C:17]3[C:16]([N:19]4[CH2:24][CH2:23][O:22][CH2:21][CH2:20]4)=[N:15][C:14]([Sn](CCCC)(CCCC)CCCC)=[N:13][C:12]=3[CH:11]=2)[CH2:5][CH2:4]1.[CH2:39]([O:46][C:47]1[C:48]2[N:49]([CH:54]=[CH:55][N:56]=2)[C:50](Br)=[CH:51][CH:52]=1)[C:40]1[CH:45]=[CH:44][CH:43]=[CH:42][CH:41]=1. The catalyst is O1CCOCC1.C1C=CC([P]([Pd]([P](C2C=CC=CC=2)(C2C=CC=CC=2)C2C=CC=CC=2)([P](C2C=CC=CC=2)(C2C=CC=CC=2)C2C=CC=CC=2)[P](C2C=CC=CC=2)(C2C=CC=CC=2)C2C=CC=CC=2)(C2C=CC=CC=2)C2C=CC=CC=2)=CC=1.[Cu]I. The product is [CH2:39]([O:46][C:47]1[C:48]2[N:49]([CH:54]=[CH:55][N:56]=2)[C:50]([C:14]2[N:15]=[C:16]([N:19]3[CH2:20][CH2:21][O:22][CH2:23][CH2:24]3)[C:17]3[S:18][C:10]([CH2:9][N:6]4[CH2:5][CH2:4][CH:3]([N:2]([CH3:38])[CH3:1])[CH2:8][CH2:7]4)=[CH:11][C:12]=3[N:13]=2)=[CH:51][CH:52]=1)[C:40]1[CH:41]=[CH:42][CH:43]=[CH:44][CH:45]=1. The yield is 0.920. (4) The reactants are [Cl-].[Li+].Cl[C:4]1[C:9]([NH:10][C:11](=[O:15])[O:12][CH2:13][CH3:14])=[CH:8][CH:7]=[CH:6][N:5]=1.[CH2:16]([Sn](CCCC)(CCCC)C#CC)[CH2:17][CH2:18]C. The catalyst is O1CCOCC1.O.C1C=CC([P]([Pd]([P](C2C=CC=CC=2)(C2C=CC=CC=2)C2C=CC=CC=2)([P](C2C=CC=CC=2)(C2C=CC=CC=2)C2C=CC=CC=2)[P](C2C=CC=CC=2)(C2C=CC=CC=2)C2C=CC=CC=2)(C2C=CC=CC=2)C2C=CC=CC=2)=CC=1. The product is [C:16]([C:4]1[C:9]([NH:10][C:11](=[O:15])[O:12][CH2:13][CH3:14])=[CH:8][CH:7]=[CH:6][N:5]=1)#[C:17][CH3:18]. The yield is 0.630. (5) The reactants are Cl.Cl.[NH2:3][CH2:4][C@@:5]1([OH:13])[CH:10]2[CH2:11][CH2:12][N:7]([CH2:8][CH2:9]2)[CH2:6]1.C([O-])([O-])=O.[Cs+].[Cs+].[Br:20][C:21]1[CH:30]=[CH:29][CH:28]=[C:27]2[C:22]=1[CH:23]=[C:24]([N:31]=[C:32]=S)[N:25]=[CH:26]2.C(N=C=NC(C)C)(C)C. The catalyst is CN(C)C=O. The product is [Br:20][C:21]1[CH:30]=[CH:29][CH:28]=[C:27]2[C:22]=1[CH:23]=[C:24]([NH:31][C:32]1[O:13][C@:5]3([CH2:4][N:3]=1)[CH:10]1[CH2:9][CH2:8][N:7]([CH2:12][CH2:11]1)[CH2:6]3)[N:25]=[CH:26]2. The yield is 0.700. (6) The reactants are [N-:1]=[N+:2]=[N-:3].[Na+].Br[CH2:6][CH2:7][CH2:8][O:9][C:10]1[CH:11]=[C:12]2[C:17](=[CH:18][C:19]=1[O:20][CH3:21])[C:16](=[O:22])[N:15]([CH2:23][CH2:24][CH2:25][N:26]1[CH2:31][CH2:30][O:29][CH2:28][CH2:27]1)[C:14]1[C:32]3[CH:33]=[C:34]4[O:42][CH2:41][O:40][C:35]4=[CH:36][C:37]=3[C:38](=[O:39])[C:13]2=1. The catalyst is CS(C)=O.C(Cl)(Cl)Cl. The product is [N:1]([CH2:6][CH2:7][CH2:8][O:9][C:10]1[CH:11]=[C:12]2[C:17](=[CH:18][C:19]=1[O:20][CH3:21])[C:16](=[O:22])[N:15]([CH2:23][CH2:24][CH2:25][N:26]1[CH2:31][CH2:30][O:29][CH2:28][CH2:27]1)[C:14]1[C:32]3[CH:33]=[C:34]4[O:42][CH2:41][O:40][C:35]4=[CH:36][C:37]=3[C:38](=[O:39])[C:13]2=1)=[N+:2]=[N-:3]. The yield is 0.600.